Dataset: Full USPTO retrosynthesis dataset with 1.9M reactions from patents (1976-2016). Task: Predict the reactants needed to synthesize the given product. (1) Given the product [O:32]=[C:30]1[NH:29][C:28](=[O:33])/[C:27](=[CH:26]/[C:24]2[CH:23]=[CH:22][N:21]=[C:20]([N:17]3[CH2:18][CH2:19][CH:14]([CH:9]([NH:8][C:6](=[O:7])[O:5][C:1]([CH3:3])([CH3:4])[CH3:2])[CH2:10][C:11](=[O:12])[NH:58][CH2:57][C:53]4[CH:54]=[CH:55][CH:56]=[C:51]([O:50][C:49]([F:48])([F:59])[F:60])[CH:52]=4)[CH2:15][CH2:16]3)[N:25]=2)/[S:31]1, predict the reactants needed to synthesize it. The reactants are: [C:1]([O:5][C:6]([NH:8][CH:9]([CH:14]1[CH2:19][CH2:18][N:17]([C:20]2[N:25]=[C:24](/[CH:26]=[C:27]3/[C:28](=[O:33])[NH:29][C:30](=[O:32])[S:31]/3)[CH:23]=[CH:22][N:21]=2)[CH2:16][CH2:15]1)[CH2:10][C:11](O)=[O:12])=[O:7])([CH3:4])([CH3:3])[CH3:2].CN(C=O)C.CCN(C(C)C)C(C)C.[F:48][C:49]([F:60])([F:59])[O:50][C:51]1[CH:52]=[C:53]([CH2:57][NH2:58])[CH:54]=[CH:55][CH:56]=1.CN(C(ON1N=NC2C=CC=CC1=2)=[N+](C)C)C.F[P-](F)(F)(F)(F)F. (2) The reactants are: [Br:1][C:2]1[CH:3]=[C:4]([NH2:10])[C:5]([NH2:9])=[CH:6][C:7]=1[F:8].O[C@H:12]1[C@H:17](O)OCCO1. Given the product [Br:1][C:2]1[CH:3]=[C:4]2[C:5](=[CH:6][C:7]=1[F:8])[N:9]=[CH:17][CH:12]=[N:10]2, predict the reactants needed to synthesize it.